Dataset: Catalyst prediction with 721,799 reactions and 888 catalyst types from USPTO. Task: Predict which catalyst facilitates the given reaction. (1) Reactant: [OH:1][CH:2]1[CH2:7][CH2:6][NH:5][CH2:4][CH2:3]1.C(N(CC)CC)C.[C:15]([O:19][C:20](O[C:20]([O:19][C:15]([CH3:18])([CH3:17])[CH3:16])=[O:21])=[O:21])([CH3:18])([CH3:17])[CH3:16]. Product: [C:15]([O:19][C:20]([N:5]1[CH2:6][CH2:7][CH:2]([OH:1])[CH2:3][CH2:4]1)=[O:21])([CH3:18])([CH3:17])[CH3:16]. The catalyst class is: 2. (2) Reactant: [CH3:1][O:2][C:3](=[O:27])[CH2:4][C:5]1[CH:10]=[CH:9][CH:8]=[C:7]([O:11][C:12]2[CH:17]=[CH:16][C:15]([C:18]([F:21])([F:20])[F:19])=[CH:14][C:13]=2[CH:22](OC)[O:23]C)[CH:6]=1.Cl. Product: [CH3:1][O:2][C:3](=[O:27])[CH2:4][C:5]1[CH:10]=[CH:9][CH:8]=[C:7]([O:11][C:12]2[CH:17]=[CH:16][C:15]([C:18]([F:19])([F:21])[F:20])=[CH:14][C:13]=2[CH:22]=[O:23])[CH:6]=1. The catalyst class is: 1. (3) Reactant: C(O[C:6](=O)[NH:7][CH2:8][CH:9]([C:18]1[CH:23]=[CH:22][C:21]([Br:24])=[CH:20][CH:19]=1)[C:10]1[CH:15]=[CH:14][CH:13]=[C:12]([O:16][CH3:17])[CH:11]=1)(C)(C)C.Br[C:42]1[CH:43]=[CH:38]C(C([C:38]2[CH:43]=[CH:42][CH:41]=[C:40](OC)C=2)CC(O)=O)=[CH:40][CH:41]=1.C([N:48]([CH2:51][CH3:52])CC)C.[C:53]1(P(N=[N+]=[N-])(C2C=CC=CC=2)=O)[CH:58]=CC=C[CH:54]=1. Product: [Br:24][C:21]1[CH:20]=[CH:19][C:18]([C@H:9]2[C:10]3[C:15](=[CH:14][CH:13]=[C:12]([O:16][CH2:17][CH2:52][CH2:51][N:48]4[CH2:40][CH2:41][CH2:42][CH2:43][CH2:38]4)[CH:11]=3)[C@H:54]3[CH2:53][CH2:58][CH2:6][N:7]3[CH2:8]2)=[CH:23][CH:22]=1. The catalyst class is: 107.